From a dataset of Catalyst prediction with 721,799 reactions and 888 catalyst types from USPTO. Predict which catalyst facilitates the given reaction. Reactant: B(F)(F)[F:2].CCOCC.[CH:10]1(N)[C:19]2[C:14](=[CH:15][CH:16]=[CH:17][CH:18]=2)[CH2:13][CH2:12][CH2:11]1.N(OC(C)(C)C)=O. Product: [F:2][C:18]1[CH:17]=[CH:16][CH:15]=[C:14]2[C:19]=1[CH2:10][CH2:11][CH2:12][CH2:13]2. The catalyst class is: 216.